This data is from Experimental lipophilicity measurements (octanol/water distribution) for 4,200 compounds from AstraZeneca. The task is: Regression/Classification. Given a drug SMILES string, predict its absorption, distribution, metabolism, or excretion properties. Task type varies by dataset: regression for continuous measurements (e.g., permeability, clearance, half-life) or binary classification for categorical outcomes (e.g., BBB penetration, CYP inhibition). For this dataset (lipophilicity_astrazeneca), we predict Y. (1) The molecule is N#CC1(NC(=O)[C@@H]2CCCC[C@H]2C(=O)N2CCN(c3nccs3)CC2)CC1. The Y is 1.30 logD. (2) The compound is Cc1cc2n[nH]c(=O)n2c2ccccc12. The Y is 2.35 logD.